Dataset: Catalyst prediction with 721,799 reactions and 888 catalyst types from USPTO. Task: Predict which catalyst facilitates the given reaction. Reactant: C([O-])=O.[NH4+].[CH3:5][N:6]1[C:11]2=[C:12]3[N:16]([C:17]([C:18]4[CH:23]=[CH:22][CH:21]=[CH:20][CH:19]=4)=[C:10]2[C:9](=[O:30])[N:8]([CH3:31])[C:7]1=[O:32])[CH2:15][CH:14]=[C:13]3[C:24]1[O:25][C:26]([CH3:29])=[CH:27][CH:28]=1.C(=O)=O.C(O)C. Product: [CH3:5][N:6]1[C:11]2=[C:12]3[N:16]([C:17]([C:18]4[CH:23]=[CH:22][CH:21]=[CH:20][CH:19]=4)=[C:10]2[C:9](=[O:30])[N:8]([CH3:31])[C:7]1=[O:32])[CH2:15][CH2:14][CH:13]3[C:24]1[O:25][C:26]([CH3:29])=[CH:27][CH:28]=1. The catalyst class is: 707.